This data is from Catalyst prediction with 721,799 reactions and 888 catalyst types from USPTO. The task is: Predict which catalyst facilitates the given reaction. Reactant: Cl[C:2]1[C:11]2[C:6](=[CH:7][C:8]([C:12]3[CH:13]=[C:14]([CH:21]=[CH:22][C:23]=3[CH3:24])[C:15]([NH:17][CH:18]3[CH2:20][CH2:19]3)=[O:16])=[CH:9][CH:10]=2)[CH:5]=[N:4][N:3]=1.[CH3:25][CH:26]1[CH2:30][CH2:29][CH2:28][NH:27]1. Product: [CH:18]1([NH:17][C:15](=[O:16])[C:14]2[CH:21]=[CH:22][C:23]([CH3:24])=[C:12]([C:8]3[CH:7]=[C:6]4[C:11](=[CH:10][CH:9]=3)[C:2]([N:27]3[CH2:28][CH2:29][CH2:30][CH:26]3[CH3:25])=[N:3][N:4]=[CH:5]4)[CH:13]=2)[CH2:20][CH2:19]1. The catalyst class is: 37.